Dataset: Catalyst prediction with 721,799 reactions and 888 catalyst types from USPTO. Task: Predict which catalyst facilitates the given reaction. (1) Reactant: [CH2:1]([C:4]1[NH:5][C:6]2[C:11]([CH:12]=1)=[C:10]([C:13]([F:16])([F:15])[F:14])[C:9]([C:17]#[N:18])=[CH:8][CH:7]=2)[CH2:2][CH3:3].Cl[CH2:20][C:21]1[N:25]=[C:24]([C:26]2[CH:31]=[CH:30][CH:29]=[C:28]([C:32]([F:35])([F:34])[F:33])[CH:27]=2)[O:23][N:22]=1.C([O-])([O-])=O.[Cs+].[Cs+].CC#N. Product: [CH2:1]([C:4]1[N:5]([CH2:20][C:21]2[N:25]=[C:24]([C:26]3[CH:31]=[CH:30][CH:29]=[C:28]([C:32]([F:35])([F:33])[F:34])[CH:27]=3)[O:23][N:22]=2)[C:6]2[C:11]([CH:12]=1)=[C:10]([C:13]([F:15])([F:16])[F:14])[C:9]([C:17]#[N:18])=[CH:8][CH:7]=2)[CH2:2][CH3:3]. The catalyst class is: 25. (2) Reactant: [NH2:1][C:2]1[C:7]([NH2:8])=[CH:6][C:5]([C:9]2[C:10]([CH3:15])=[N:11][O:12][C:13]=2[CH3:14])=[CH:4][C:3]=1[S:16]([NH:19][CH:20]1[CH2:24][CH2:23][CH2:22][CH2:21]1)(=[O:18])=[O:17].[C:25](O)(=O)[CH2:26][OH:27]. Product: [CH:20]1([NH:19][S:16]([C:3]2[C:2]3[N:1]=[C:25]([CH2:26][OH:27])[NH:8][C:7]=3[CH:6]=[C:5]([C:9]3[C:10]([CH3:15])=[N:11][O:12][C:13]=3[CH3:14])[CH:4]=2)(=[O:17])=[O:18])[CH2:24][CH2:23][CH2:22][CH2:21]1. The catalyst class is: 33.